From a dataset of Merck oncology drug combination screen with 23,052 pairs across 39 cell lines. Regression. Given two drug SMILES strings and cell line genomic features, predict the synergy score measuring deviation from expected non-interaction effect. (1) Drug 1: CCC1=CC2CN(C1)Cc1c([nH]c3ccccc13)C(C(=O)OC)(c1cc3c(cc1OC)N(C)C1C(O)(C(=O)OC)C(OC(C)=O)C4(CC)C=CCN5CCC31C54)C2. Drug 2: O=C(NOCC(O)CO)c1ccc(F)c(F)c1Nc1ccc(I)cc1F. Cell line: NCIH520. Synergy scores: synergy=-21.9. (2) Drug 1: C=CCn1c(=O)c2cnc(Nc3ccc(N4CCN(C)CC4)cc3)nc2n1-c1cccc(C(C)(C)O)n1. Drug 2: CCC1(O)C(=O)OCc2c1cc1n(c2=O)Cc2cc3c(CN(C)C)c(O)ccc3nc2-1. Cell line: LNCAP. Synergy scores: synergy=-94.6. (3) Drug 2: Cn1cc(-c2cnn3c(N)c(Br)c(C4CCCNC4)nc23)cn1. Cell line: UWB1289BRCA1. Drug 1: CC1CC2C3CCC4=CC(=O)C=CC4(C)C3(F)C(O)CC2(C)C1(O)C(=O)CO. Synergy scores: synergy=-10.0. (4) Drug 1: CN1C(=O)C=CC2(C)C3CCC4(C)C(NC(=O)OCC(F)(F)F)CCC4C3CCC12. Drug 2: C#Cc1cccc(Nc2ncnc3cc(OCCOC)c(OCCOC)cc23)c1. Cell line: HT144. Synergy scores: synergy=18.7. (5) Drug 1: CC1CC2C3CCC4=CC(=O)C=CC4(C)C3(F)C(O)CC2(C)C1(O)C(=O)CO. Drug 2: COC1=C2CC(C)CC(OC)C(O)C(C)C=C(C)C(OC(N)=O)C(OC)C=CC=C(C)C(=O)NC(=CC1=O)C2=O. Cell line: HCT116. Synergy scores: synergy=3.69.